Dataset: Forward reaction prediction with 1.9M reactions from USPTO patents (1976-2016). Task: Predict the product of the given reaction. (1) Given the reactants Cl.[F:2][C@H:3]1[CH2:7][NH:6][C@@H:5]([C:8]([O:10][CH3:11])=[O:9])[CH2:4]1.N1(O)C2C=CC=CC=2N=N1.[CH:22]1[C:34]2[CH:33]([CH2:35][O:36][C:37]([CH2:39][C:40](O)=[O:41])=[O:38])[C:32]3[C:27](=[CH:28][CH:29]=[CH:30][CH:31]=3)[C:26]=2[CH:25]=[CH:24][CH:23]=1.C(N(C(C)C)C(C)C)C.F[P-](F)(F)(F)(F)F.N1(O[P+](N(C)C)(N(C)C)N(C)C)C2C=CC=CC=2N=N1, predict the reaction product. The product is: [CH:31]1[C:32]2[CH:33]([CH2:35][O:36][C:37]([CH2:39][C:40]([N:6]3[CH2:7][C@H:3]([F:2])[CH2:4][C@@H:5]3[C:8]([O:10][CH3:11])=[O:9])=[O:41])=[O:38])[C:34]3[C:26](=[CH:25][CH:24]=[CH:23][CH:22]=3)[C:27]=2[CH:28]=[CH:29][CH:30]=1. (2) The product is: [CH:26]1([N:13]2[CH2:14][CH:15]([C:16]3[C:24]4[C:19](=[CH:20][C:21]([F:25])=[CH:22][CH:23]=4)[NH:18][CH:17]=3)[CH:9]3[NH:8][CH2:12][CH2:11][CH:10]23)[CH2:30][CH2:29][CH2:28][CH2:27]1. Given the reactants C(OC([N:8]1[CH2:12][CH2:11][CH:10]2[N:13]([CH:26]3[CH2:30][CH2:29][CH2:28][CH2:27]3)[CH2:14][CH:15]([C:16]3[C:24]4[C:19](=[CH:20][C:21]([F:25])=[CH:22][CH:23]=4)[NH:18][CH:17]=3)[CH:9]12)=O)(C)(C)C.C(O)(C(F)(F)F)=O, predict the reaction product. (3) Given the reactants [NH2:1][C:2]1[C:11]2[N:12]=[C:13]([CH2:20][O:21][CH2:22][CH3:23])[N:14]([CH2:15][C:16]([CH3:19])([OH:18])[CH3:17])[C:10]=2[C:9]2[N:8]=[CH:7][C:6](Br)=[CH:5][C:4]=2[N:3]=1.[N:25]1([C:31]([C:33]2[CH:34]=[C:35](B(O)O)[CH:36]=[CH:37][CH:38]=2)=[O:32])[CH2:30][CH2:29][O:28][CH2:27][CH2:26]1.C(=O)([O-])[O-].[K+].[K+].COCCOC, predict the reaction product. The product is: [NH2:1][C:2]1[C:11]2[N:12]=[C:13]([CH2:20][O:21][CH2:22][CH3:23])[N:14]([CH2:15][C:16]([CH3:19])([OH:18])[CH3:17])[C:10]=2[C:9]2[N:8]=[CH:7][C:6]([C:37]3[CH:36]=[CH:35][CH:34]=[C:33]([C:31]([N:25]4[CH2:30][CH2:29][O:28][CH2:27][CH2:26]4)=[O:32])[CH:38]=3)=[CH:5][C:4]=2[N:3]=1. (4) Given the reactants [CH3:1][C:2]1[C:10]2[C:5](=[CH:6][CH:7]=[C:8]([C:11]3[N:12]=[N:13][CH:14]=[C:15]([N:17]4[CH2:22][CH2:21][NH:20][C@@H:19]([CH2:23][C:24]5[CH:29]=[CH:28][CH:27]=[CH:26][CH:25]=5)[CH2:18]4)[N:16]=3)[CH:9]=2)[NH:4][N:3]=1.C=O.[C:32]([BH3-])#N, predict the reaction product. The product is: [CH2:23]([C@@H:19]1[N:20]([CH3:32])[CH2:21][CH2:22][N:17]([C:15]2[N:16]=[C:11]([C:8]3[CH:9]=[C:10]4[C:5](=[CH:6][CH:7]=3)[NH:4][N:3]=[C:2]4[CH3:1])[N:12]=[N:13][CH:14]=2)[CH2:18]1)[C:24]1[CH:29]=[CH:28][CH:27]=[CH:26][CH:25]=1. (5) The product is: [F:1][C:2]1[CH:3]=[CH:4][C:5]2[NH:9][C:8]([CH:12]([NH:11][C:10]([NH:54][C:55]34[CH2:62][CH2:61][C:58]([OH:63])([CH2:59][CH2:60]3)[CH2:57][CH2:56]4)=[O:25])[CH2:13][C:14]3[CH:19]=[CH:18][C:17]([C:20]([F:21])([F:23])[F:22])=[CH:16][C:15]=3[F:24])=[N:7][C:6]=2[CH:26]=1. Given the reactants [F:1][C:2]1[CH:3]=[CH:4][C:5]2[N:9]3[C:10](=[O:25])[NH:11][CH:12]([CH2:13][C:14]4[CH:19]=[CH:18][C:17]([C:20]([F:23])([F:22])[F:21])=[CH:16][C:15]=4[F:24])[C:8]3=[N:7][C:6]=2[CH:26]=1.FC1C=CC2N=C3C(CC4C=CC(C(F)(F)F)=CC=4F)NC(=O)N3C=2C=1.Cl.[NH2:54][C:55]12[CH2:62][CH2:61][C:58]([OH:63])([CH2:59][CH2:60]1)[CH2:57][CH2:56]2, predict the reaction product.